This data is from hERG potassium channel inhibition data for cardiac toxicity prediction from Karim et al.. The task is: Regression/Classification. Given a drug SMILES string, predict its toxicity properties. Task type varies by dataset: regression for continuous values (e.g., LD50, hERG inhibition percentage) or binary classification for toxic/non-toxic outcomes (e.g., AMES mutagenicity, cardiotoxicity, hepatotoxicity). Dataset: herg_karim. (1) The compound is O=C(Nc1ccccc1)NS(=O)(=O)c1ccc(OCCN2CCCCC2)cc1. The result is 0 (non-blocker). (2) The compound is N[C@H]1CCCC[C@H]1Nc1cc2nc[nH]c(=O)c2c(Nc2cccc3c(Cl)c[nH]c23)n1. The result is 0 (non-blocker). (3) The compound is c1ccc(-c2[nH]c3ccccc3c2C2C[C@@H]3CC[C@H](C2)N3c2ccccc2)cc1. The result is 1 (blocker). (4) The drug is CNC(=O)CN1CCC2(C=C(c3nc(-c4ccc(OC)cc4)no3)c3ccccc32)CC1. The result is 0 (non-blocker). (5) The result is 1 (blocker). The drug is COc1cc(N2CCOCC2)ccc1Nc1ncc(Cl)c(-c2cnc3ccccn23)n1.